Dataset: Full USPTO retrosynthesis dataset with 1.9M reactions from patents (1976-2016). Task: Predict the reactants needed to synthesize the given product. (1) Given the product [F:1][C:2]1[CH:7]=[CH:6][C:5]([F:8])=[CH:4][C:3]=1[C:19]1[CH:24]=[CH:23][CH:22]=[CH:21][C:20]=1[C:25](=[O:27])[CH3:26], predict the reactants needed to synthesize it. The reactants are: [F:1][C:2]1[CH:7]=[CH:6][C:5]([F:8])=[CH:4][C:3]=1B(O)O.C(=O)([O-])[O-].[K+].[K+].Br[C:19]1[CH:24]=[CH:23][CH:22]=[CH:21][C:20]=1[C:25](=[O:27])[CH3:26]. (2) Given the product [C:6]([C@@H:4]([C@H:2]([C:1]([OH:10])=[O:9])[OH:3])[OH:5])([OH:8])=[O:7].[F:22][C:19]([F:20])([F:21])[O:18][CH2:17][CH2:16][N:15]([CH2:14][C:13]1[CH:29]=[CH:30][C:31]([Cl:33])=[CH:32][C:12]=1[Cl:11])[CH:23]1[CH2:24][CH2:25][NH:26][CH2:27][CH2:28]1, predict the reactants needed to synthesize it. The reactants are: [C:1]([OH:10])(=[O:9])[C@@H:2]([C@H:4]([C:6]([OH:8])=[O:7])[OH:5])[OH:3].[Cl:11][C:12]1[CH:32]=[C:31]([Cl:33])[CH:30]=[CH:29][C:13]=1[CH2:14][N:15]([CH:23]1[CH2:28][CH2:27][NH:26][CH2:25][CH2:24]1)[CH2:16][CH2:17][O:18][C:19]([F:22])([F:21])[F:20].